Dataset: Forward reaction prediction with 1.9M reactions from USPTO patents (1976-2016). Task: Predict the product of the given reaction. Given the reactants C[O:2][C:3]1[CH:4]=[C:5]([CH2:10][C@@H:11]2[C@:20]3([CH3:21])[C@H:15]([C:16]([CH3:23])([CH3:22])[CH2:17][CH2:18][CH2:19]3)[CH2:14][CH2:13][C@@H:12]2[CH2:24][OH:25])[CH:6]=[C:7]([CH3:9])[CH:8]=1, predict the reaction product. The product is: [OH:25][CH2:24][C@H:12]1[CH2:13][CH2:14][C@@H:15]2[C@:20]([CH3:21])([CH2:19][CH2:18][CH2:17][C:16]2([CH3:23])[CH3:22])[C@H:11]1[CH2:10][C:5]1[CH:4]=[C:3]([OH:2])[CH:8]=[C:7]([CH3:9])[CH:6]=1.